This data is from Full USPTO retrosynthesis dataset with 1.9M reactions from patents (1976-2016). The task is: Predict the reactants needed to synthesize the given product. (1) Given the product [O:20]=[C:18]1[CH2:17][O:16][CH2:15][CH2:14][O:13][CH:12]1[C:10]([O:9][CH2:7][CH3:8])=[O:11], predict the reactants needed to synthesize it. The reactants are: CC(C)([O-])C.[Na+].[CH2:7]([O:9][C:10]([CH2:12][O:13][CH2:14][CH2:15][O:16][CH2:17][C:18]([O:20]CC)=O)=[O:11])[CH3:8].C(O)(=O)C. (2) The reactants are: Br[C:2]1[CH:3]=[N:4][C:5]([C:8]([C:10]2[CH:15]=[CH:14][CH:13]=[CH:12][CH:11]=2)=[O:9])=[N:6][CH:7]=1.C([O-])([O-])=O.[Na+].[Na+].CCOC(C)=O.C[C:29]([N:31](C)C)=O. Given the product [C:8]([C:5]1[N:4]=[CH:3][C:2]([C:29]#[N:31])=[CH:7][N:6]=1)(=[O:9])[C:10]1[CH:15]=[CH:14][CH:13]=[CH:12][CH:11]=1, predict the reactants needed to synthesize it. (3) Given the product [CH2:1]([O:3][C:4]1[CH:5]=[CH:6][C:7]([CH2:10][CH2:11][CH2:12][C@@H:13]([C:14]([N:16]2[CH2:17][CH2:18][N:19]([CH2:22][CH2:23][C:24]3[S:25][CH:26]=[CH:27][CH:28]=3)[CH2:20][CH2:21]2)=[O:15])[C@H:29]([OH:33])[C:30]([NH:37][OH:38])=[O:36])=[CH:8][CH:9]=1)[CH3:2], predict the reactants needed to synthesize it. The reactants are: [CH2:1]([O:3][C:4]1[CH:9]=[CH:8][C:7]([CH2:10][CH2:11][CH2:12][C@H:13]([C@@H:29]2[O:33]C(C)(C)O[C:30]2=[O:36])[C:14]([N:16]2[CH2:21][CH2:20][N:19]([CH2:22][CH2:23][C:24]3[S:25][CH:26]=[CH:27][CH:28]=3)[CH2:18][CH2:17]2)=[O:15])=[CH:6][CH:5]=1)[CH3:2].[NH2:37][OH:38].O. (4) Given the product [CH2:9]1[C:8]2=[CH:7][C:1]3[C:6]([C:13]([C:14](=[O:16])[CH3:15])=[C:12]2[CH2:11][CH2:10]1)=[CH:5][CH:4]=[CH:3][CH:2]=3, predict the reactants needed to synthesize it. The reactants are: [C:1]1(/[CH:7]=[CH:8]/[CH2:9][CH2:10][CH2:11][C:12]#[C:13][C:14](=[O:16])[CH3:15])[CH:6]=[CH:5][CH:4]=[CH:3][CH:2]=1. (5) The reactants are: [OH-:1].[Na+].Cl.[NH2:4]O.[NH2:6][C:7]1[S:8][C:9]([CH:12]=O)=[CH:10][N:11]=1. Given the product [NH2:6][C:7]1[S:8][C:9]([CH:12]=[N:4][OH:1])=[CH:10][N:11]=1, predict the reactants needed to synthesize it. (6) The reactants are: [C:1]([O:5][C@@H:6]([C@H:8]1[CH2:12][O:11][C:10](=[O:13])[NH:9]1)[CH3:7])([CH3:4])([CH3:3])[CH3:2].[Cl:14][C:15]1[N:20]=[C:19](Cl)[CH:18]=[C:17]([C:22]([F:25])([F:24])[F:23])[N:16]=1.[H-].[Na+]. Given the product [C:1]([O:5][C@@H:6]([C@H:8]1[CH2:12][O:11][C:10](=[O:13])[N:9]1[C:19]1[CH:18]=[C:17]([C:22]([F:25])([F:24])[F:23])[N:16]=[C:15]([Cl:14])[N:20]=1)[CH3:7])([CH3:2])([CH3:3])[CH3:4], predict the reactants needed to synthesize it. (7) Given the product [Cl:1][C:2]1[N:7]=[C:6]([N:8]2[C:9]([CH:13]3[CH2:15][CH2:14]3)([CH3:12])[CH2:10][O:11][C:24]2=[O:26])[CH:5]=[CH:4][N:3]=1, predict the reactants needed to synthesize it. The reactants are: [Cl:1][C:2]1[N:7]=[C:6]([NH:8][C:9]([CH:13]2[CH2:15][CH2:14]2)([CH3:12])[CH2:10][OH:11])[CH:5]=[CH:4][N:3]=1.C(N(CC)CC)C.Cl[C:24](Cl)([O:26]C(=O)OC(Cl)(Cl)Cl)Cl. (8) The reactants are: C(=O)([O-])[O-].[K+].[K+].[Cl:7][C:8]1[C:16]([Cl:17])=[C:15]2[C:11]([CH2:12][C:13]([CH:20]3[CH2:24][CH2:23][CH2:22][CH2:21]3)([CH3:19])[C:14]2=[O:18])=[CH:10][C:9]=1[OH:25].Br.Br[CH2:28][C:29]1[CH:30]=[N:31][CH:32]=[CH:33][CH:34]=1. Given the product [Cl:7][C:8]1[C:16]([Cl:17])=[C:15]2[C:11]([CH2:12][C:13]([CH:20]3[CH2:24][CH2:23][CH2:22][CH2:21]3)([CH3:19])[C:14]2=[O:18])=[CH:10][C:9]=1[O:25][CH2:28][C:29]1[CH:30]=[N:31][CH:32]=[CH:33][CH:34]=1, predict the reactants needed to synthesize it. (9) Given the product [Br:12][C:13]1[CH:14]=[C:15]2[C:20](=[CH:21][CH:22]=1)[N:19]=[C:18]([S:23]([CH3:24])=[O:9])[NH:17][C:16]2=[O:25], predict the reactants needed to synthesize it. The reactants are: ClC1C=CC=C(C(OO)=[O:9])C=1.[Br:12][C:13]1[CH:14]=[C:15]2[C:20](=[CH:21][CH:22]=1)[N:19]=[C:18]([S:23][CH3:24])[NH:17][C:16]2=[O:25]. (10) Given the product [CH2:1]([O:5][C:6]1[CH:7]=[C:8]([CH3:14])[C:9]([CH:12]=[O:17])=[N:10][CH:11]=1)[C:2]#[C:3][CH3:4], predict the reactants needed to synthesize it. The reactants are: [CH2:1]([O:5][C:6]1[CH:7]=[C:8]([CH3:14])[C:9]([CH:12]=C)=[N:10][CH:11]=1)[C:2]#[C:3][CH3:4].CC(C)=[O:17].O.